Dataset: Peptide-MHC class II binding affinity with 134,281 pairs from IEDB. Task: Regression. Given a peptide amino acid sequence and an MHC pseudo amino acid sequence, predict their binding affinity value. This is MHC class II binding data. (1) The MHC is DRB1_1302 with pseudo-sequence DRB1_1302. The binding affinity (normalized) is 0.835. The peptide sequence is RSLPPIVKDASIQVV. (2) The peptide sequence is YCYLATVSDLSTKAA. The MHC is DRB1_1101 with pseudo-sequence DRB1_1101. The binding affinity (normalized) is 0.488.